Dataset: Reaction yield outcomes from USPTO patents with 853,638 reactions. Task: Predict the reaction yield, written as a fraction of the theoretical maximum amount of product (1.0 means a 100% yield; for example, 0.34 means a 34% yield). (1) The reactants are [Cl:1][C:2]1[CH:7]=[C:6]([OH:8])[CH:5]=[CH:4][C:3]=1[C:9]1[CH:14]=[CH:13][CH:12]=[C:11]([C:15]([F:18])([F:17])[F:16])[CH:10]=1.[I:19]N1C(=O)CCC1=O.S(=O)(=O)(O)O. The catalyst is C(O)(=O)C. The product is [Cl:1][C:2]1[CH:7]=[C:6]([OH:8])[C:5]([I:19])=[CH:4][C:3]=1[C:9]1[CH:14]=[CH:13][CH:12]=[C:11]([C:15]([F:16])([F:17])[F:18])[CH:10]=1. The yield is 0.510. (2) The reactants are [O:1]=[C:2]1[N:6]2[CH2:7][CH2:8][N:9]([C:11]([O:13][C:14]([CH3:17])([CH3:16])C)=[O:12])[CH2:10][CH:5]2[CH:4]([C:18]2[CH:23]=[CH:22][CH:21]=[CH:20][CH:19]=2)[O:3]1.FC(F)(F)C(O)=O.C(N(CC)CC)C.C(Cl)(=O)O[C:40]1[CH:45]=CC=C[CH:41]=1. The catalyst is ClCCl.C(OCC)(=O)C.O1CCCC1. The product is [O:1]=[C:2]1[N:6]2[CH2:7][CH2:8][N:9]([C:11]([O:13][C:14]3[CH:16]=[CH:45][CH:40]=[CH:41][CH:17]=3)=[O:12])[CH2:10][CH:5]2[CH:4]([C:18]2[CH:23]=[CH:22][CH:21]=[CH:20][CH:19]=2)[O:3]1. The yield is 0.800. (3) The reactants are [CH:1]12[CH2:10][CH:5]3[CH2:6][CH:7]([CH2:9][CH:3]([CH2:4]3)[CH:2]1[CH2:11][O:12][CH2:13][CH2:14][CH2:15][CH2:16][CH2:17][CH2:18][CH2:19][C:20]1[CH:26]=[CH:25][C:23]([NH2:24])=[CH:22][CH:21]=1)[CH2:8]2.[C:27]([C:29]1([C:32](O)=[O:33])[CH2:31][CH2:30]1)#[N:28]. No catalyst specified. The product is [CH:3]12[CH2:9][CH:7]3[CH2:6][CH:5]([CH2:10][CH:1]([CH2:8]3)[CH:2]1[CH2:11][O:12][CH2:13][CH2:14][CH2:15][CH2:16][CH2:17][CH2:18][CH2:19][C:20]1[CH:21]=[CH:22][C:23]([NH:24][C:32]([C:29]3([C:27]#[N:28])[CH2:31][CH2:30]3)=[O:33])=[CH:25][CH:26]=1)[CH2:4]2. The yield is 0.960. (4) The reactants are [C:1]([C:3]1[C:4]([CH:19]([C:23]2[CH:28]=[CH:27][C:26]([Cl:29])=[C:25]([Cl:30])[CH:24]=2)[CH2:20][CH:21]=[O:22])=[C:5]([C:14]([O:16][CH2:17][CH3:18])=[O:15])[S:6][C:7]=1[N:8]1[CH2:13][CH2:12][O:11][CH2:10][CH2:9]1)#[N:2].[BH4-].[Na+]. The catalyst is C(O)C. The product is [C:1]([C:3]1[C:4]([CH:19]([C:23]2[CH:28]=[CH:27][C:26]([Cl:29])=[C:25]([Cl:30])[CH:24]=2)[CH2:20][CH2:21][OH:22])=[C:5]([C:14]([O:16][CH2:17][CH3:18])=[O:15])[S:6][C:7]=1[N:8]1[CH2:9][CH2:10][O:11][CH2:12][CH2:13]1)#[N:2]. The yield is 0.757. (5) The reactants are [NH:1]1[CH:5]=[CH:4][N:3]=[CH:2]1.[OH-].[K+].C(=O)([O-])[O-].[K+].[K+].[CH3:14][O:15][C:16](=[O:19])[CH2:17]Br. The catalyst is [Cl-].C([N+](CC)(CC)CC)C1C=CC=CC=1.C(Cl)Cl. The product is [CH3:14][O:15][C:16](=[O:19])[CH2:17][N:1]1[CH:5]=[CH:4][N:3]=[CH:2]1. The yield is 0.270. (6) The reactants are Br[C:2]1[CH:10]=[C:9]2[C:5]([CH2:6][NH:7][C:8]2=[O:11])=[CH:4][CH:3]=1.[CH3:12][C:13]1([CH3:29])[C:17]([CH3:19])([CH3:18])[O:16][B:15]([B:15]2[O:16][C:17]([CH3:19])([CH3:18])[C:13]([CH3:29])([CH3:12])[O:14]2)[O:14]1.C([O-])(=O)C.[K+]. The catalyst is C1C=CC(P(C2C=CC=CC=2)[C-]2C=CC=C2)=CC=1.C1C=CC(P(C2C=CC=CC=2)[C-]2C=CC=C2)=CC=1.Cl[Pd]Cl.[Fe+2]. The product is [CH3:12][C:13]1([CH3:29])[C:17]([CH3:19])([CH3:18])[O:16][B:15]([C:2]2[CH:10]=[C:9]3[C:5]([CH2:6][NH:7][C:8]3=[O:11])=[CH:4][CH:3]=2)[O:14]1. The yield is 0.620. (7) The reactants are [F:1][C:2]1[CH:3]=[CH:4][C:5]([C:8]2[C:12]([C:13](O)=[O:14])=[C:11](/[CH:16]=[CH:17]/[C:18]3[CH:23]=[CH:22][CH:21]=[CH:20][CH:19]=3)[O:10][N:9]=2)=[N:6][CH:7]=1.C(N(CC)CC)C.ClC(OCC)=O.[BH4-].[Na+].[OH-].[Na+]. The catalyst is C1COCC1.O. The product is [F:1][C:2]1[CH:3]=[CH:4][C:5]([C:8]2[C:12]([CH2:13][OH:14])=[C:11](/[CH:16]=[CH:17]/[C:18]3[CH:19]=[CH:20][CH:21]=[CH:22][CH:23]=3)[O:10][N:9]=2)=[N:6][CH:7]=1. The yield is 0.810. (8) The reactants are [CH3:1][O:2][C:3]1[CH:4]=[C:5]([N:12]2[CH2:17][CH2:16][N:15]([C:18](=[O:20])[CH3:19])[CH2:14][CH2:13]2)[CH:6]=[CH:7][C:8]=1[N+:9]([O-])=O.[H][H]. The catalyst is CCO.[Pd]. The product is [NH2:9][C:8]1[CH:7]=[CH:6][C:5]([N:12]2[CH2:17][CH2:16][N:15]([C:18](=[O:20])[CH3:19])[CH2:14][CH2:13]2)=[CH:4][C:3]=1[O:2][CH3:1]. The yield is 0.990. (9) The reactants are [CH2:1]([OH:5])[CH2:2][CH2:3][CH3:4].[Cl:6][C:7]1[CH:8]=[C:9]2[C:13](=[CH:14][CH:15]=1)[N:12]([C:16]1[N:20]([CH3:21])[N:19]=[C:18]([CH3:22])[C:17]=1[CH2:23][CH2:24][S:25]([NH2:28])(=[O:27])=[O:26])[CH:11]=[CH:10]2.N12CCCN=C1CCCCC2.[Cl-].[NH4+].CN(C)[CH:44]=[O:45]. The catalyst is CN(C)C1C=CN=CC=1. The product is [Cl:6][C:7]1[CH:8]=[C:9]2[C:13](=[CH:14][CH:15]=1)[N:12]([C:16]1[N:20]([CH3:21])[N:19]=[C:18]([CH3:22])[C:17]=1[CH2:23][CH2:24][S:25]([NH:28][C:44](=[O:45])[O:5][CH2:1][CH2:2][CH2:3][CH3:4])(=[O:27])=[O:26])[CH:11]=[CH:10]2. The yield is 0.670. (10) The reactants are Cl.[CH3:2][O:3][C:4](=[O:30])[C@@H:5]([NH:8][C:9]([C:11]1[C:12]([CH3:29])=[N:13][C:14]([NH:18][CH2:19][CH2:20][CH2:21][C:22]2[CH:27]=[CH:26][CH:25]=[C:24]([OH:28])[CH:23]=2)=[N:15][C:16]=1[CH3:17])=[O:10])[CH2:6][NH2:7].Cl[C:32]([O:34][CH3:35])=[O:33].C(N(CC)CC)C.CN(C=O)C. The catalyst is [Cl-].[Na+].O. The product is [CH3:2][O:3][C:4](=[O:30])[C@@H:5]([NH:8][C:9]([C:11]1[C:12]([CH3:29])=[N:13][C:14]([NH:18][CH2:19][CH2:20][CH2:21][C:22]2[CH:27]=[CH:26][CH:25]=[C:24]([OH:28])[CH:23]=2)=[N:15][C:16]=1[CH3:17])=[O:10])[CH2:6][NH:7][C:32]([O:34][CH3:35])=[O:33]. The yield is 0.570.